Task: Regression. Given a peptide amino acid sequence and an MHC pseudo amino acid sequence, predict their binding affinity value. This is MHC class II binding data.. Dataset: Peptide-MHC class II binding affinity with 134,281 pairs from IEDB (1) The peptide sequence is AFKVAATAANAAPCN. The MHC is DRB1_0401 with pseudo-sequence DRB1_0401. The binding affinity (normalized) is 0.857. (2) The peptide sequence is RWFHERGYVKLEGRV. The MHC is DRB1_0404 with pseudo-sequence DRB1_0404. The binding affinity (normalized) is 0.254. (3) The MHC is DRB1_0401 with pseudo-sequence DRB1_0401. The peptide sequence is GELTIVDKIDAAFKI. The binding affinity (normalized) is 0.594. (4) The peptide sequence is AVATAGTTVYGAFAA. The MHC is HLA-DQA10501-DQB10301 with pseudo-sequence HLA-DQA10501-DQB10301. The binding affinity (normalized) is 0.693. (5) The peptide sequence is QTKLEGLLPDALLFT. The MHC is DRB1_0101 with pseudo-sequence DRB1_0101. The binding affinity (normalized) is 0.798. (6) The peptide sequence is EHGSDEWVAMTKGEG. The MHC is HLA-DQA10501-DQB10201 with pseudo-sequence HLA-DQA10501-DQB10201. The binding affinity (normalized) is 0.104.